This data is from Full USPTO retrosynthesis dataset with 1.9M reactions from patents (1976-2016). The task is: Predict the reactants needed to synthesize the given product. (1) The reactants are: [C:1]([O:5][C:6]([NH:8][C:9]1[CH:14]=[CH:13][C:12]([OH:15])=[CH:11][CH:10]=1)=[O:7])([CH3:4])([CH3:3])[CH3:2].C(=O)([O-])[O-].[Cs+].[Cs+].[CH:22]1(Br)[CH2:25][CH2:24][CH2:23]1. Given the product [CH:22]1([O:15][C:12]2[CH:11]=[CH:10][C:9]([NH:8][C:6](=[O:7])[O:5][C:1]([CH3:4])([CH3:2])[CH3:3])=[CH:14][CH:13]=2)[CH2:25][CH2:24][CH2:23]1, predict the reactants needed to synthesize it. (2) Given the product [CH3:24][CH:22]([S:19]([NH:18][CH2:17][CH:16]([O:15][C:14]1[CH:26]=[CH:27][C:11]([C:8]2[CH:7]=[CH:6][C:5]([CH2:4][CH2:3][NH:2][S:38]([CH:36]([CH3:37])[CH3:35])(=[O:40])=[O:39])=[CH:10][CH:9]=2)=[CH:12][CH:13]=1)[CH3:25])(=[O:21])=[O:20])[CH3:23], predict the reactants needed to synthesize it. The reactants are: Cl.[NH2:2][CH2:3][CH2:4][C:5]1[CH:10]=[CH:9][C:8]([C:11]2[CH:27]=[CH:26][C:14]([O:15][CH:16]([CH3:25])[CH2:17][NH:18][S:19]([CH:22]([CH3:24])[CH3:23])(=[O:21])=[O:20])=[CH:13][CH:12]=2)=[CH:7][CH:6]=1.C(N(CC)CC)C.[CH3:35][CH:36]([S:38](Cl)(=[O:40])=[O:39])[CH3:37]. (3) Given the product [F:1][C:2]1[CH:19]=[CH:18][C:5]([C:6]2[O:16][C:15](=[O:17])[C:9]3([CH2:14][CH2:13][CH2:12][CH2:11][CH2:10]3)[N:8]=2)=[CH:4][CH:3]=1, predict the reactants needed to synthesize it. The reactants are: [F:1][C:2]1[CH:19]=[CH:18][C:5]([C:6]([NH:8][C:9]2([C:15]([OH:17])=[O:16])[CH2:14][CH2:13][CH2:12][CH2:11][CH2:10]2)=O)=[CH:4][CH:3]=1. (4) Given the product [Cl:2][C:21]1[N:20]=[CH:19][N:18]=[C:17]2[N:13]([C:8]3[CH:7]=[C:6]([CH3:5])[CH:11]=[C:10]([CH3:12])[CH:9]=3)[N:14]=[CH:15][C:16]=12, predict the reactants needed to synthesize it. The reactants are: O(Cl)[Cl:2].[P+5].[CH3:5][C:6]1[CH:7]=[C:8]([N:13]2[C:17]3[N:18]=[CH:19][NH:20][C:21](=O)[C:16]=3[CH:15]=[N:14]2)[CH:9]=[C:10]([CH3:12])[CH:11]=1.